Task: Predict which catalyst facilitates the given reaction.. Dataset: Catalyst prediction with 721,799 reactions and 888 catalyst types from USPTO (1) Reactant: [N:1]1([C:7]2[C:12]([C:13]([O:15][CH:16]([CH3:18])[CH3:17])=[O:14])=[CH:11][CH:10]=[CH:9][N:8]=2)[CH2:6][CH2:5][NH:4][CH2:3][CH2:2]1.[C:19]1([CH2:25][CH:26]=O)[CH:24]=[CH:23][CH:22]=[CH:21][CH:20]=1.O.[ClH:29]. Product: [ClH:29].[C:19]1([CH2:25][CH2:26][N:4]2[CH2:3][CH2:2][N:1]([C:7]3[C:12]([C:13]([O:15][CH:16]([CH3:18])[CH3:17])=[O:14])=[CH:11][CH:10]=[CH:9][N:8]=3)[CH2:6][CH2:5]2)[CH:24]=[CH:23][CH:22]=[CH:21][CH:20]=1. The catalyst class is: 165. (2) The catalyst class is: 11. Reactant: [Cl:1][C:2]1[CH:7]=[C:6]([C:8]2[CH:13]=[CH:12][CH:11]=[CH:10][CH:9]=2)[N:5]=[C:4](C(O)=O)[CH:3]=1.C([N:19]([CH2:22]C)CC)C.C1C=CC(P(N=[N+]=[N-])(C2C=CC=CC=2)=[O:31])=CC=1.[C:41]([OH:45])([CH3:44])([CH3:43])[CH3:42]. Product: [Cl:1][C:2]1[CH:7]=[C:6]([C:8]2[CH:9]=[CH:10][CH:11]=[CH:12][CH:13]=2)[N:5]=[C:4]([NH:19][C:22](=[O:31])[O:45][C:41]([CH3:44])([CH3:43])[CH3:42])[CH:3]=1. (3) The catalyst class is: 9. Product: [F:35][C:2]1([F:1])[O:6][C:5]2[CH:7]=[CH:8][C:9]([C:11]3([C:14]([NH:16][C:17]4[N:22]=[C:21]([C:23]5[CH:24]=[N:25][C:26]([O:32][CH3:33])=[C:27]([C:29]([N:37]([CH3:38])[CH3:36])=[O:30])[CH:28]=5)[C:20]([CH3:34])=[CH:19][CH:18]=4)=[O:15])[CH2:12][CH2:13]3)=[CH:10][C:4]=2[O:3]1. Reactant: [F:1][C:2]1([F:35])[O:6][C:5]2[CH:7]=[CH:8][C:9]([C:11]3([C:14]([NH:16][C:17]4[N:22]=[C:21]([C:23]5[CH:24]=[N:25][C:26]([O:32][CH3:33])=[C:27]([C:29](O)=[O:30])[CH:28]=5)[C:20]([CH3:34])=[CH:19][CH:18]=4)=[O:15])[CH2:13][CH2:12]3)=[CH:10][C:4]=2[O:3]1.[CH3:36][NH:37][CH3:38].C(N(CC)CC)C.F[P-](F)(F)(F)(F)F.N1(OC(N(C)C)=[N+](C)C)C2N=CC=CC=2N=N1. (4) Reactant: C[Si]([N-][Si](C)(C)C)(C)C.[Li+].[CH3:11][C:12]1([C:15](=[O:17])[CH3:16])[CH2:14][CH2:13]1.[N:18]([CH:21]1[CH:28]2[CH2:29][C:24]3([O:31][CH2:32][C:33]4[CH:38]=[CH:37][CH:36]=[CH:35][CH:34]=4)[CH2:25][CH:26]([CH2:30][CH:22]1[CH2:23]3)[CH2:27]2)=[C:19]=[O:20].[NH4+].[Cl-]. Product: [CH3:11][C:12]1([C:15](=[O:17])[CH2:16][C:19]([NH:18][CH:21]2[CH:22]3[CH2:30][CH:26]4[CH2:25][C:24]([O:31][CH2:32][C:33]5[CH:34]=[CH:35][CH:36]=[CH:37][CH:38]=5)([CH2:29][CH:28]2[CH2:27]4)[CH2:23]3)=[O:20])[CH2:14][CH2:13]1. The catalyst class is: 1. (5) Reactant: C1C2C(=CC=CC=2)CCC1.[CH3:11][O:12][C:13]1[CH:14]=[C:15]2[C:20](=[CH:21][CH:22]=1)[C:19](=[O:23])[CH2:18][CH2:17][CH2:16]2.S(=O)(=O)(O)O.[N+:29]([O-:32])([OH:31])=[O:30]. Product: [CH3:11][O:12][C:13]1[C:14]([N+:29]([O-:31])=[O:30])=[C:15]2[C:20](=[CH:21][CH:22]=1)[C:19](=[O:23])[CH2:18][CH2:17][CH2:16]2.[CH3:11][O:12][C:13]1[CH:14]=[C:15]2[C:20](=[CH:21][C:22]=1[N+:29]([O-:32])=[O:30])[C:19](=[O:23])[CH2:18][CH2:17][CH2:16]2. The catalyst class is: 21. (6) Reactant: CO/[CH:3]=[CH:4]/[C:5]([O:7][CH3:8])=[O:6].C1C(=O)N(Br)C(=O)C1.[C:17]([C:19]1[CH:34]=[CH:33][C:22]([CH2:23][N:24]2[CH2:29][CH2:28][N:27]([C:30](=[S:32])[NH2:31])[CH2:26][CH2:25]2)=[CH:21][CH:20]=1)#[N:18]. Product: [C:17]([C:19]1[CH:20]=[CH:21][C:22]([CH2:23][N:24]2[CH2:29][CH2:28][N:27]([C:30]3[S:32][C:4]([C:5]([O:7][CH3:8])=[O:6])=[CH:3][N:31]=3)[CH2:26][CH2:25]2)=[CH:33][CH:34]=1)#[N:18]. The catalyst class is: 38. (7) Reactant: Br[CH2:2][CH2:3][CH2:4][N:5]1[C:13]2[C:8](=[CH:9][C:10]([Cl:14])=[CH:11][CH:12]=2)[CH:7]=[C:6]1[C:15]([O:17][CH2:18][CH3:19])=[O:16].[CH3:20][S-:21].[Na+]. Product: [Cl:14][C:10]1[CH:9]=[C:8]2[C:13](=[CH:12][CH:11]=1)[N:5]([CH2:4][CH2:3][CH2:2][S:21][CH3:20])[C:6]([C:15]([O:17][CH2:18][CH3:19])=[O:16])=[CH:7]2. The catalyst class is: 8.